The task is: Predict the reactants needed to synthesize the given product.. This data is from Full USPTO retrosynthesis dataset with 1.9M reactions from patents (1976-2016). Given the product [CH3:104][N:54]([CH3:53])[CH2:55][C:56]([N:58]1[C:66]2[C:61](=[CH:62][C:63]([O:102][CH3:103])=[C:64]([NH:67][C:68]3[NH:73][C:72]4=[N:74][CH:75]=[CH:76][C:71]4=[C:70]([NH:87][C:88]4[CH:99]=[C:98]([F:100])[CH:97]=[C:96]([F:101])[C:89]=4[C:90]([NH:92][CH2:93][CH2:94][CH3:95])=[O:91])[N:69]=3)[CH:65]=2)[CH2:60][CH2:59]1)=[O:57], predict the reactants needed to synthesize it. The reactants are: CN(C)CC(N1C2C(=CC(OC)=C(NC3N4C(=NC5C(C4=O)=C(F)C=C(F)C=5)C4C=CN(S(C5C=CC(C)=CC=5)(=O)=O)C=4N=3)C=2)CC1)=O.C(N)CC.[CH3:53][N:54]([CH3:104])[CH2:55][C:56]([N:58]1[C:66]2[C:61](=[CH:62][C:63]([O:102][CH3:103])=[C:64]([NH:67][C:68]3[N:69]=[C:70]([NH:87][C:88]4[CH:99]=[C:98]([F:100])[CH:97]=[C:96]([F:101])[C:89]=4[C:90]([NH:92][CH2:93][CH2:94][CH3:95])=[O:91])[C:71]4[CH:76]=[CH:75][N:74](S(C5C=CC(C)=CC=5)(=O)=O)[C:72]=4[N:73]=3)[CH:65]=2)[CH2:60][CH2:59]1)=[O:57].[OH-].[Na+].